This data is from Reaction yield outcomes from USPTO patents with 853,638 reactions. The task is: Predict the reaction yield, written as a fraction of the theoretical maximum amount of product (1.0 means a 100% yield; for example, 0.34 means a 34% yield). (1) The reactants are [C:1]1([C:7]2[O:11][C:10]([C@H:12]3[CH2:17][CH2:16][C@H:15]([C:18]([O:20]C)=[O:19])[CH2:14][CH2:13]3)=[N:9][N:8]=2)[CH:6]=[CH:5][CH:4]=[CH:3][CH:2]=1.[OH-].[Na+]. The catalyst is CO. The product is [C:1]1([C:7]2[O:11][C:10]([C@H:12]3[CH2:13][CH2:14][C@H:15]([C:18]([OH:20])=[O:19])[CH2:16][CH2:17]3)=[N:9][N:8]=2)[CH:2]=[CH:3][CH:4]=[CH:5][CH:6]=1. The yield is 0.890. (2) The reactants are [Cl:1][CH2:2][CH2:3][C:4](Cl)=[O:5].[Cl-].[Al+3].[Cl-].[Cl-].[S:11]1[CH:15]=[CH:14][CH:13]=[CH:12]1. The catalyst is ClCCl. The product is [Cl:1][CH2:2][CH2:3][C:4]([C:12]1[S:11][CH:15]=[CH:14][CH:13]=1)=[O:5]. The yield is 1.00. (3) The reactants are [OH:1][C:2]1[CH:3]=[C:4]([C:8]2[CH:13]=[CH:12][CH:11]=[CH:10][C:9]=2[CH2:14][NH:15][C:16]2[N:21]=[C:20]([CH3:22])[C:19]([C:23]([OH:25])=O)=[C:18]([CH3:26])[N:17]=2)[CH:5]=[CH:6][CH:7]=1.CC(OC([NH:34][CH2:35][C@H:36]([NH2:41])[C:37]([O:39][CH3:40])=[O:38])=O)(C)C.[ClH:42].C(N(CC)CC)C.C1C=CC2N(O)N=NC=2C=1.CN(C(ON1N=NC2C=CC=CC1=2)=[N+](C)C)C.F[P-](F)(F)(F)(F)F. The catalyst is CN(C=O)C. The product is [ClH:42].[CH3:40][O:39][C:37](=[O:38])[C@@H:36]([NH:41][C:23]([C:19]1[C:20]([CH3:22])=[N:21][C:16]([NH:15][CH2:14][C:9]2[CH:10]=[CH:11][CH:12]=[CH:13][C:8]=2[C:4]2[CH:5]=[CH:6][CH:7]=[C:2]([OH:1])[CH:3]=2)=[N:17][C:18]=1[CH3:26])=[O:25])[CH2:35][NH2:34]. The yield is 0.680. (4) The reactants are [NH:1]([C:5]1[CH:10]=[CH:9][C:8]([OH:11])=[CH:7][CH:6]=1)C(C)=O.[OH-].[Na+].[O-2].[Al+3].[O-2].[O-2].[Al+3].[C:19](=[O:21])=[O:20]. No catalyst specified. The product is [NH2:1][C:5]1[CH:6]=[C:7]([C:19]([OH:21])=[O:20])[C:8]([OH:11])=[CH:9][CH:10]=1. The yield is 0.750. (5) The reactants are Cl[C:2]1[N:7]=[C:6]2[CH2:8][CH2:9][CH2:10][C:5]2=[C:4]([NH:11][C:12]2[CH:17]=[CH:16][C:15]([CH2:18][C:19]([O:21][CH2:22][CH3:23])=[O:20])=[CH:14][CH:13]=2)[CH:3]=1.[NH:24]1[CH2:29][CH2:28][O:27][CH2:26][CH2:25]1. No catalyst specified. The product is [O:27]1[CH2:28][CH2:29][N:24]([C:2]2[N:7]=[C:6]3[CH2:8][CH2:9][CH2:10][C:5]3=[C:4]([NH:11][C:12]3[CH:17]=[CH:16][C:15]([CH2:18][C:19]([O:21][CH2:22][CH3:23])=[O:20])=[CH:14][CH:13]=3)[CH:3]=2)[CH2:25][CH2:26]1. The yield is 0.150. (6) The reactants are [Cl:1][C:2]1[N:7]=[C:6](Cl)[C:5]([F:9])=[CH:4][N:3]=1.N#N.[CH2:12]1[CH2:22][O:21][C:20]2[CH:19]=[CH:18][C:16]([NH2:17])=[CH:15][C:14]=2[O:13]1.Cl. The catalyst is O.CO. The product is [Cl:1][C:2]1[N:7]=[C:6]([NH:17][C:16]2[CH:18]=[CH:19][C:20]3[O:21][CH2:22][CH2:12][O:13][C:14]=3[CH:15]=2)[C:5]([F:9])=[CH:4][N:3]=1. The yield is 0.780. (7) The reactants are [NH:1]1[CH2:9][CH2:8][CH:4]([C:5]([OH:7])=[O:6])[CH2:3][CH2:2]1.C(=O)([O-])[O-].[Na+].[Na+].[C:16](O[C:16]([O:18][C:19]([CH3:22])([CH3:21])[CH3:20])=[O:17])([O:18][C:19]([CH3:22])([CH3:21])[CH3:20])=[O:17]. The catalyst is O.O1CCOCC1. The product is [C:16]([N:1]1[CH2:9][CH2:8][CH:4]([C:5]([OH:7])=[O:6])[CH2:3][CH2:2]1)([O:18][C:19]([CH3:22])([CH3:21])[CH3:20])=[O:17]. The yield is 0.540. (8) The reactants are [Br:1]Br.[CH3:3][C:4]1[N:5]=[C:6]2[CH:11]=[CH:10][CH:9]=[CH:8][N:7]2[C:12]=1[C:13](=[O:15])[CH3:14]. The catalyst is Br.C(O)(=O)C.C(OCC)C. The product is [Br:1][CH2:14][C:13]([C:12]1[N:7]2[CH:8]=[CH:9][CH:10]=[CH:11][C:6]2=[N:5][C:4]=1[CH3:3])=[O:15]. The yield is 0.800.